From a dataset of Aqueous solubility values for 9,982 compounds from the AqSolDB database. Regression/Classification. Given a drug SMILES string, predict its absorption, distribution, metabolism, or excretion properties. Task type varies by dataset: regression for continuous measurements (e.g., permeability, clearance, half-life) or binary classification for categorical outcomes (e.g., BBB penetration, CYP inhibition). For this dataset (solubility_aqsoldb), we predict Y. (1) The Y is -2.83 log mol/L. The molecule is CCC(=O)OCOC(=O)c1cn(CC)c2nc(C)ccc2c1=O. (2) The compound is COc1ccc(O)c([N+](=O)[O-])c1. The Y is -2.84 log mol/L. (3) The drug is Cc1ccc(S(=O)(=O)[O-])cc1.[Na+]. The Y is 0.625 log mol/L. (4) The drug is CCC(=O)[O-].[Zr+4]. The Y is -2.82 log mol/L. (5) The molecule is CC(C)C1OCCO1. The Y is -0.0651 log mol/L. (6) The molecule is CCCCCC1(CC)C(=O)NC(=O)NC1=O. The Y is -2.51 log mol/L. (7) The Y is -3.31 log mol/L. The drug is CCCCCCCCC(C)=O.